Dataset: Full USPTO retrosynthesis dataset with 1.9M reactions from patents (1976-2016). Task: Predict the reactants needed to synthesize the given product. Given the product [F:27][C:18]1[CH:19]=[CH:20][CH:21]=[C:22]([C:23]([F:24])([F:25])[F:26])[C:17]=1[CH2:16][N:6]1[CH:5]=[C:4]([N+:1]([O-:3])=[O:2])[CH:8]=[N:7]1, predict the reactants needed to synthesize it. The reactants are: [N+:1]([C:4]1[CH:5]=[N:6][NH:7][CH:8]=1)([O-:3])=[O:2].C(=O)([O-])[O-].[K+].[K+].Br[CH2:16][C:17]1[C:22]([C:23]([F:26])([F:25])[F:24])=[CH:21][CH:20]=[CH:19][C:18]=1[F:27].